This data is from Full USPTO retrosynthesis dataset with 1.9M reactions from patents (1976-2016). The task is: Predict the reactants needed to synthesize the given product. (1) Given the product [C:23]([O:22][C:20]([N:1]([CH2:3][C:4]([OH:6])=[O:5])[CH3:2])=[O:21])([CH3:24])([CH3:25])[CH3:26], predict the reactants needed to synthesize it. The reactants are: [NH:1]([CH2:3][C:4]([OH:6])=[O:5])[CH3:2].C(=O)(O)[O-].[Na+].[C:20](O[C:20]([O:22][C:23]([CH3:26])([CH3:25])[CH3:24])=[O:21])([O:22][C:23]([CH3:26])([CH3:25])[CH3:24])=[O:21].Cl. (2) Given the product [NH:1]1[C:5]2[CH:6]=[CH:7][C:8]([N:10]3[CH:14]([C:15]4[CH:20]=[CH:19][C:18]([N:21]5[CH2:22][CH2:23][O:24][CH2:25][CH2:26]5)=[CH:17][CH:16]=4)[C:13]([NH:35][CH:29]4[CH2:34][CH2:33][CH2:32][CH2:31][CH2:30]4)=[CH:12][C:11]3=[O:28])=[CH:9][C:4]=2[N:3]=[CH:2]1, predict the reactants needed to synthesize it. The reactants are: [NH:1]1[C:5]2[CH:6]=[CH:7][C:8]([N:10]3[CH:14]([C:15]4[CH:20]=[CH:19][C:18]([N:21]5[CH2:26][CH2:25][O:24][CH2:23][CH2:22]5)=[CH:17][CH:16]=4)[C:13](O)=[CH:12][C:11]3=[O:28])=[CH:9][C:4]=2[N:3]=[CH:2]1.[CH:29]1([NH2:35])[CH2:34][CH2:33][CH2:32][CH2:31][CH2:30]1. (3) The reactants are: [NH2:1][C:2]1[C:11]([C:12]2[S:13][C:14]3[CH:20]=[CH:19][C:18]([NH2:21])=[CH:17][C:15]=3[CH:16]=2)=[CH:10][C:5]([C:6]([O:8][CH3:9])=[O:7])=[CH:4][N:3]=1.[F:22][C:23]1[CH:28]=[CH:27][CH:26]=[CH:25][C:24]=1[N:29]=[C:30]=[O:31]. Given the product [NH2:1][C:2]1[C:11]([C:12]2[S:13][C:14]3[CH:20]=[CH:19][C:18]([NH:21][C:30]([NH:29][C:24]4[CH:25]=[CH:26][CH:27]=[CH:28][C:23]=4[F:22])=[O:31])=[CH:17][C:15]=3[CH:16]=2)=[CH:10][C:5]([C:6]([O:8][CH3:9])=[O:7])=[CH:4][N:3]=1, predict the reactants needed to synthesize it. (4) Given the product [Cl:19][C:20]1[CH:21]=[CH:22][C:23]([S:26]([N:29]2[CH2:30][CH2:31][S:32](=[N:18][S:15]([C:12]3[CH:11]=[CH:10][C:9]([O:8][CH2:7][C:3]4[CH:2]=[N:1][CH:6]=[CH:5][CH:4]=4)=[CH:14][CH:13]=3)(=[O:16])=[O:17])[CH2:33][CH2:34]2)(=[O:28])=[O:27])=[CH:24][CH:25]=1, predict the reactants needed to synthesize it. The reactants are: [N:1]1[CH:6]=[CH:5][CH:4]=[C:3]([CH2:7][O:8][C:9]2[CH:14]=[CH:13][C:12]([S:15]([NH2:18])(=[O:17])=[O:16])=[CH:11][CH:10]=2)[CH:2]=1.[Cl:19][C:20]1[CH:25]=[CH:24][C:23]([S:26]([N:29]2[CH2:34][CH2:33][S:32][CH2:31][CH2:30]2)(=[O:28])=[O:27])=[CH:22][CH:21]=1.[OH-].[Na+].ClN1C(=O)CCC1=O.